From a dataset of Forward reaction prediction with 1.9M reactions from USPTO patents (1976-2016). Predict the product of the given reaction. (1) Given the reactants [F:1][C:2]1[CH:28]=[C:27]([F:29])[CH:26]=[CH:25][C:3]=1[O:4][C:5]1[CH:13]=[CH:12][C:8]([C:9](O)=[O:10])=[CH:7][C:6]=1[C:14]1[C:15]2[CH:24]=[CH:23][NH:22][C:16]=2[C:17](=[O:21])[N:18]([CH3:20])[CH:19]=1.ClC(N(C)C)=C(C)C.[N:38]1[CH:43]=[CH:42][CH:41]=[N:40][C:39]=1[NH2:44], predict the reaction product. The product is: [F:1][C:2]1[CH:28]=[C:27]([F:29])[CH:26]=[CH:25][C:3]=1[O:4][C:5]1[CH:13]=[CH:12][C:8]([C:9]([NH:44][C:39]2[N:40]=[CH:41][CH:42]=[CH:43][N:38]=2)=[O:10])=[CH:7][C:6]=1[C:14]1[C:15]2[CH:24]=[CH:23][NH:22][C:16]=2[C:17](=[O:21])[N:18]([CH3:20])[CH:19]=1. (2) Given the reactants Cl[C:2]1[CH:7]=[C:6]([C:8]2[CH:13]=[CH:12][CH:11]=[C:10]([Cl:14])[C:9]=2[CH3:15])[N:5]=[C:4]([NH2:16])[N:3]=1.[C:17]1([C:23]([NH2:26])([CH3:25])[CH3:24])[CH:22]=[CH:21][CH:20]=[CH:19][CH:18]=1, predict the reaction product. The product is: [Cl:14][C:10]1[C:9]([CH3:15])=[C:8]([C:6]2[N:5]=[C:4]([NH2:16])[N:3]=[C:2]([NH:26][C:23]([C:17]3[CH:22]=[CH:21][CH:20]=[CH:19][CH:18]=3)([CH3:25])[CH3:24])[CH:7]=2)[CH:13]=[CH:12][CH:11]=1. (3) Given the reactants [NH2:1][C:2]12[CH2:9][CH2:8][C:5]([CH2:10][CH2:11][C:12]3[C:13]([F:38])=[CH:14][N:15]=[C:16]4[C:21]=3[N:20]=[C:19]([O:22][CH2:23][C:24]3([NH:27][C:28](=[O:37])[O:29][CH2:30][C:31]5[CH:36]=[CH:35][CH:34]=[CH:33][CH:32]=5)[CH2:26][CH2:25]3)[CH:18]=[CH:17]4)([CH2:6][CH2:7]1)[O:4][CH2:3]2.[O:39]=[C:40]1[CH2:45][O:44][C:43]2[CH:46]=[CH:47][C:48]([CH:50]=O)=[N:49][C:42]=2[NH:41]1, predict the reaction product. The product is: [F:38][C:13]1[C:12]([CH2:11][CH2:10][C:5]23[CH2:6][CH2:7][C:2]([NH:1][CH2:50][C:48]4[CH:47]=[CH:46][C:43]5[O:44][CH2:45][C:40](=[O:39])[NH:41][C:42]=5[N:49]=4)([CH2:9][CH2:8]2)[CH2:3][O:4]3)=[C:21]2[C:16]([CH:17]=[CH:18][C:19]([O:22][CH2:23][C:24]3([NH:27][C:28](=[O:37])[O:29][CH2:30][C:31]4[CH:32]=[CH:33][CH:34]=[CH:35][CH:36]=4)[CH2:25][CH2:26]3)=[N:20]2)=[N:15][CH:14]=1. (4) Given the reactants [CH2:1]([C:3]([C:21]1[CH:26]=[CH:25][C:24]([OH:27])=[C:23]([CH3:28])[CH:22]=1)([C:6]1[CH:11]=[CH:10][C:9]([C:12]#[C:13][CH:14]([OH:19])[C:15]2([CH3:18])[CH2:17][CH2:16]2)=[C:8]([CH3:20])[CH:7]=1)[CH2:4][CH3:5])[CH3:2].C([O-])([O-])=O.[K+].[K+].[O:35]=[C:36]1[O:40][C@@H:39]([CH2:41]OS(C2C=CC(C)=CC=2)(=O)=O)[CH2:38][CH2:37]1.C(OCC)(=O)C, predict the reaction product. The product is: [CH2:1]([C:3]([C:21]1[CH:26]=[CH:25][C:24]([O:27][CH2:41][C@@H:39]2[O:40][C:36](=[O:35])[CH2:37][CH2:38]2)=[C:23]([CH3:28])[CH:22]=1)([C:6]1[CH:11]=[CH:10][C:9]([C:12]#[C:13][CH:14]([OH:19])[C:15]2([CH3:18])[CH2:17][CH2:16]2)=[C:8]([CH3:20])[CH:7]=1)[CH2:4][CH3:5])[CH3:2]. (5) Given the reactants [I-].C[P+](C1C=CC=CC=1)(C1C=CC=CC=1)C1C=CC=CC=1.[CH2:22]([Li])[CH2:23][CH2:24][CH3:25].CCCCCC.[CH2:33]([C:35]1[CH:42]=CC(C=O)=[CH:37][CH:36]=1)[CH3:34], predict the reaction product. The product is: [CH2:24]([C:23]1[CH:22]=[CH:42][C:35]([CH:36]=[CH2:37])=[CH:33][CH:34]=1)[CH3:25]. (6) Given the reactants [NH2:1][C:2]1[CH:7]=[CH:6][C:5]([N:8]2[C:14](=[O:15])[CH2:13][C:12](=[O:16])[NH:11][C:10]3[C:17]4[C:22]([CH:23]=[CH:24][C:9]2=3)=[CH:21][CH:20]=[CH:19][CH:18]=4)=[CH:4][CH:3]=1.[N+:25]([C:28]1[CH:33]=[CH:32][CH:31]=[CH:30][C:29]=1[CH2:34][S:35](Cl)(=[O:37])=[O:36])([O-:27])=[O:26], predict the reaction product. The product is: [O:16]=[C:12]1[NH:11][C:10]2[C:17]3[C:22]([CH:23]=[CH:24][C:9]=2[N:8]([C:5]2[CH:6]=[CH:7][C:2]([NH:1][S:35]([CH2:34][C:29]4[CH:30]=[CH:31][CH:32]=[CH:33][C:28]=4[N+:25]([O-:27])=[O:26])(=[O:36])=[O:37])=[CH:3][CH:4]=2)[C:14](=[O:15])[CH2:13]1)=[CH:21][CH:20]=[CH:19][CH:18]=3. (7) Given the reactants [Cl:1][C:2]1[CH:3]=[C:4]([NH:15][C:16]2[C:21]([C:22]#[N:23])=[CH:20][N:19]=[C:18]3[CH:24]=[C:25](I)[S:26][C:17]=23)[CH:5]=[CH:6][C:7]=1[S:8][C:9]1[N:10]([CH3:14])[CH:11]=[CH:12][N:13]=1.[CH2:28]([N:32]1[CH2:37][CH2:36][N:35]([CH2:38][CH3:39])[CH2:34][CH2:33]1)[CH2:29][C:30]#[CH:31].CC1(C)C(C)(C)OBO1, predict the reaction product. The product is: [Cl:1][C:2]1[CH:3]=[C:4]([NH:15][C:16]2[C:21]([C:22]#[N:23])=[CH:20][N:19]=[C:18]3[CH:24]=[C:25](/[CH:31]=[CH:30]/[CH2:29][CH2:28][N:32]4[CH2:33][CH2:34][N:35]([CH2:38][CH3:39])[CH2:36][CH2:37]4)[S:26][C:17]=23)[CH:5]=[CH:6][C:7]=1[S:8][C:9]1[N:10]([CH3:14])[CH:11]=[CH:12][N:13]=1. (8) Given the reactants [O:1]1[C:5]2[CH:6]=[CH:7][C:8]([C:10](=O)[CH:11](Br)[C:12]3[CH:17]=[CH:16][CH:15]=[C:14]([CH3:18])[N:13]=3)=[CH:9][C:4]=2[O:3][CH2:2]1.[NH2:21][C:22]1[N:27]=[CH:26][CH:25]=[CH:24][N:23]=1.C(=O)([O-])O.[Na+], predict the reaction product. The product is: [O:1]1[C:5]2[CH:6]=[CH:7][C:8]([C:10]3[N:21]=[C:22]4[N:27]=[CH:26][CH:25]=[CH:24][N:23]4[C:11]=3[C:12]3[CH:17]=[CH:16][CH:15]=[C:14]([CH3:18])[N:13]=3)=[CH:9][C:4]=2[O:3][CH2:2]1. (9) Given the reactants [CH2:1]([O:8][CH2:9]/[CH:10]=[CH:11]/[C:12]1[CH:17]=[CH:16][CH:15]=[CH:14][C:13]=1[Cl:18])[C:2]1[CH:7]=[CH:6][CH:5]=[CH:4][CH:3]=1.ClC1C=C(C=CC=1)C(OO)=[O:24], predict the reaction product. The product is: [CH2:1]([O:8][CH2:9][CH:10]1[CH:11]([C:12]2[CH:17]=[CH:16][CH:15]=[CH:14][C:13]=2[Cl:18])[O:24]1)[C:2]1[CH:3]=[CH:4][CH:5]=[CH:6][CH:7]=1.